Predict the reaction yield, written as a fraction of the theoretical maximum amount of product (1.0 means a 100% yield; for example, 0.34 means a 34% yield). From a dataset of Reaction yield outcomes from USPTO patents with 853,638 reactions. (1) The reactants are [CH3:1][C:2]1[C:3]([C:8]([OH:10])=[O:9])=[N:4][CH:5]=[CH:6][N:7]=1.[CH3:11]O. The catalyst is S(=O)(=O)(O)O. The product is [CH3:1][C:2]1[C:3]([C:8]([O:10][CH3:11])=[O:9])=[N:4][CH:5]=[CH:6][N:7]=1. The yield is 0.830. (2) The reactants are [Br:1][C:2]1[CH:7]=[N:6][C:5]([O:8]C)=[C:4]2[O:10][C:11]([CH3:13])=[CH:12][C:3]=12.B(Br)(Br)Br. The catalyst is C(Cl)Cl. The product is [Br:1][C:2]1[C:3]2[CH:12]=[C:11]([CH3:13])[O:10][C:4]=2[C:5](=[O:8])[NH:6][CH:7]=1. The yield is 0.880. (3) The reactants are COC1C=CC=C[C:4]=1[OH:9].BrC1C([N+]([O-])=O)=CC=CN=1.[CH3:20][O:21][C:22]1[CH:35]=[CH:34][CH:33]=[CH:32][C:23]=1[O:24][C:25]1[C:30]([NH2:31])=[CH:29][CH:28]=[CH:27][N:26]=1.[NH2:36][C:37]1[S:38][CH:39]=[CH:40][N:41]=1. No catalyst specified. The product is [CH3:20][O:21][C:22]1[CH:35]=[CH:34][CH:33]=[CH:32][C:23]=1[O:24][C:25]1[C:30]([NH:31][C:4]([NH:36][C:37]2[S:38][CH:39]=[CH:40][N:41]=2)=[O:9])=[CH:29][CH:28]=[CH:27][N:26]=1. The yield is 0.740. (4) The reactants are [CH3:1][S:2]([CH2:5][CH2:6][OH:7])(=[O:4])=[O:3].C(N(CC)CC)C.[S:15](Cl)([CH3:18])(=[O:17])=[O:16]. The catalyst is C(Cl)Cl. The product is [CH3:18][S:15]([O:7][CH2:6][CH2:5][S:2]([CH3:1])(=[O:4])=[O:3])(=[O:17])=[O:16]. The yield is 0.610. (5) The reactants are Br[C:2]1[CH2:7][CH2:6][CH2:5][C:4](=[O:8])[CH:3]=1.[S:9]1[CH:13]=[CH:12][C:11](B(O)O)=[CH:10]1. No catalyst specified. The product is [S:9]1[CH:13]=[CH:12][C:11]([C:2]2[CH2:7][CH2:6][CH2:5][C:4](=[O:8])[CH:3]=2)=[CH:10]1. The yield is 0.720. (6) The yield is 1.00. The catalyst is CCOC(C)=O. The reactants are S(=O)(=O)(O)[OH:2].[Br:6][C:7]1[C:12]([F:13])=[CH:11][CH:10]=[CH:9][C:8]=1[NH:14][C:15](=[O:19])[CH:16]=NO. The product is [Br:6][C:7]1[C:12]([F:13])=[CH:11][CH:10]=[C:9]2[C:8]=1[NH:14][C:15](=[O:19])[C:16]2=[O:2]. (7) The catalyst is C(OCC)(=O)C. The yield is 0.840. The reactants are [C:1]1(/[CH:7]=[CH:8]/[C:9]2[C:17]3[C:12](=[CH:13][CH:14]=[C:15]([C:18]#[N:19])[CH:16]=3)[N:11]([CH:20]3[CH2:25][CH2:24][CH2:23][CH2:22][O:21]3)[N:10]=2)[CH:6]=[CH:5][CH:4]=[CH:3][CH:2]=1. The product is [O:21]1[CH2:22][CH2:23][CH2:24][CH2:25][CH:20]1[N:11]1[C:12]2[C:17](=[CH:16][C:15]([C:18]#[N:19])=[CH:14][CH:13]=2)[C:9]([CH2:8][CH2:7][C:1]2[CH:2]=[CH:3][CH:4]=[CH:5][CH:6]=2)=[N:10]1. (8) The reactants are [OH:1][C:2]1[CH:7]=[C:6]([O:8][CH2:9][CH2:10][O:11][CH3:12])[CH:5]=[CH:4][C:3]=1/[CH:13]=[CH:14]/[C:15]([O:17][CH2:18][CH3:19])=[O:16].[Cl:20][C:21]1[CH:22]=[C:23]([C:28]([F:31])([F:30])[F:29])[CH:24]=[CH:25][C:26]=1F.C(=O)([O-])[O-].[K+].[K+].O. The catalyst is CN(C)C=O. The product is [Cl:20][C:21]1[CH:22]=[C:23]([C:28]([F:29])([F:30])[F:31])[CH:24]=[CH:25][C:26]=1[O:1][C:2]1[CH:7]=[C:6]([O:8][CH2:9][CH2:10][O:11][CH3:12])[CH:5]=[CH:4][C:3]=1/[CH:13]=[CH:14]/[C:15]([O:17][CH2:18][CH3:19])=[O:16]. The yield is 0.880. (9) The reactants are [CH2:1]([O:3][C:4]([C:6]1[N:7]([C:19]2[CH:24]=[CH:23][C:22]([O:25][CH:26]([CH3:28])[CH3:27])=[CH:21][CH:20]=2)[C:8]2[C:13]([C:14]=1[Cl:15])=[CH:12][C:11](B(O)O)=[CH:10][CH:9]=2)=[O:5])[CH3:2].Br[C:30]1[CH:35]=[CH:34][C:33]([C:36]([F:39])([F:38])[F:37])=[CH:32][N:31]=1.C([O-])([O-])=O.[Na+].[Na+].CCO. The catalyst is CCOC(C)=O.C1C=CC([P]([Pd]([P](C2C=CC=CC=2)(C2C=CC=CC=2)C2C=CC=CC=2)([P](C2C=CC=CC=2)(C2C=CC=CC=2)C2C=CC=CC=2)[P](C2C=CC=CC=2)(C2C=CC=CC=2)C2C=CC=CC=2)(C2C=CC=CC=2)C2C=CC=CC=2)=CC=1.C1(C)C=CC=CC=1. The product is [CH2:1]([O:3][C:4]([C:6]1[N:7]([C:19]2[CH:24]=[CH:23][C:22]([O:25][CH:26]([CH3:28])[CH3:27])=[CH:21][CH:20]=2)[C:8]2[C:13]([C:14]=1[Cl:15])=[CH:12][C:11]([C:30]1[CH:35]=[CH:34][C:33]([C:36]([F:39])([F:38])[F:37])=[CH:32][N:31]=1)=[CH:10][CH:9]=2)=[O:5])[CH3:2]. The yield is 0.950.